This data is from Forward reaction prediction with 1.9M reactions from USPTO patents (1976-2016). The task is: Predict the product of the given reaction. Given the reactants [N:1]#[C:2]Br.[C:4]([OH:10])([C:6]([F:9])([F:8])[F:7])=[O:5], predict the reaction product. The product is: [C:4]([OH:10])([C:6]([F:9])([F:8])[F:7])=[O:5].[C:2](#[N:1])[CH3:4].[OH:10][C:4]([C:6]([F:9])([F:8])[F:7])=[O:5].